From a dataset of Full USPTO retrosynthesis dataset with 1.9M reactions from patents (1976-2016). Predict the reactants needed to synthesize the given product. Given the product [CH3:15][C:12]1([CH3:16])[N:11]([C:17]([O:19][C:20]([CH3:23])([CH3:22])[CH3:21])=[O:18])[C@H:10]([CH2:9][S:25][CH3:24])[CH2:14][O:13]1, predict the reactants needed to synthesize it. The reactants are: C(N(CC)CC)C.O[CH2:9][C@@H:10]1[CH2:14][O:13][C:12]([CH3:16])([CH3:15])[N:11]1[C:17]([O:19][C:20]([CH3:23])([CH3:22])[CH3:21])=[O:18].[CH3:24][S:25](Cl)(=O)=O.